Dataset: Forward reaction prediction with 1.9M reactions from USPTO patents (1976-2016). Task: Predict the product of the given reaction. (1) Given the reactants [N:1]1[CH:6]=[CH:5][N:4]=[CH:3][C:2]=1[C:7]12[CH2:14][NH:13][CH2:12][CH:11]1[CH2:10][O:9][NH:8]2.Cl[C:16]1[N:21]=[C:20]([O:22][CH3:23])[C:19]([F:24])=[C:18]([CH3:25])[N:17]=1.C(N(C(C)C)CC)(C)C, predict the reaction product. The product is: [F:24][C:19]1[C:20]([O:22][CH3:23])=[N:21][C:16]([N:13]2[CH2:12][CH:11]3[C:7]([C:2]4[CH:3]=[N:4][CH:5]=[CH:6][N:1]=4)([NH:8][O:9][CH2:10]3)[CH2:14]2)=[N:17][C:18]=1[CH3:25]. (2) Given the reactants [NH2:1][C:2]1[C:7]([F:8])=[CH:6][C:5]([CH2:9][OH:10])=[CH:4][C:3]=1[CH2:11][CH2:12][CH2:13][CH3:14].C([O-])([O-])=O.[K+].[K+].Cl[C:22]([O:24][CH2:25][C:26]1[CH:31]=[CH:30][CH:29]=[CH:28][CH:27]=1)=[O:23], predict the reaction product. The product is: [CH2:25]([O:24][C:22](=[O:23])[NH:1][C:2]1[C:7]([F:8])=[CH:6][C:5]([CH2:9][OH:10])=[CH:4][C:3]=1[CH2:11][CH2:12][CH2:13][CH3:14])[C:26]1[CH:31]=[CH:30][CH:29]=[CH:28][CH:27]=1.